From a dataset of Forward reaction prediction with 1.9M reactions from USPTO patents (1976-2016). Predict the product of the given reaction. (1) Given the reactants [F:1][C:2]([F:14])([F:13])[C:3](=O)[CH2:4][C:5]([C:7]1[O:8][CH:9]=[CH:10][CH:11]=1)=O.O.[NH2:16][NH2:17], predict the reaction product. The product is: [O:8]1[CH:9]=[CH:10][CH:11]=[C:7]1[C:5]1[CH:4]=[C:3]([C:2]([F:14])([F:13])[F:1])[NH:17][N:16]=1. (2) Given the reactants [C:1]([C:4]1[CH:5]=[C:6]2[CH:12]=[CH:11][O:10][C:7]2=[CH:8][N:9]=1)(=[O:3])[CH3:2].[H-].C([Al+]CC(C)C)C(C)C.[Cl-].[NH4+], predict the reaction product. The product is: [OH:3][CH:1]([C:4]1[CH:5]=[C:6]2[CH:12]=[CH:11][O:10][C:7]2=[CH:8][N:9]=1)[CH3:2]. (3) Given the reactants Br[C:2]1[CH:3]=[C:4]2[C:9](=[CH:10][CH:11]=1)[N:8]=[C:7]([O:12][CH3:13])[C:6]([CH2:14][N:15]([CH3:21])[CH2:16][C:17]([F:20])([F:19])[F:18])=[C:5]2[Cl:22].[CH3:23][N:24]1[C:28]([C:29]([C:31]2[CH:36]=[CH:35][N:34]=[C:33]([C:37]([F:40])([F:39])[F:38])[CH:32]=2)=[O:30])=[CH:27][N:26]=[CH:25]1.FC(F)(F)C1C=C(C=O)C=CN=1, predict the reaction product. The product is: [Cl:22][C:5]1[C:4]2[C:9](=[CH:10][CH:11]=[C:2]([C:29]([C:28]3[N:24]([CH3:23])[CH:25]=[N:26][CH:27]=3)([C:31]3[CH:36]=[CH:35][N:34]=[C:33]([C:37]([F:40])([F:38])[F:39])[CH:32]=3)[OH:30])[CH:3]=2)[N:8]=[C:7]([O:12][CH3:13])[C:6]=1[CH2:14][N:15]([CH3:21])[CH2:16][C:17]([F:20])([F:19])[F:18]. (4) Given the reactants [CH2:1]([O:3][C:4](=[O:8])[CH2:5][C:6]#[N:7])[CH3:2].N1CCCC[CH2:10]1.[C:15]1([CH3:21])[CH:20]=[CH:19][CH:18]=[CH:17][CH:16]=1, predict the reaction product. The product is: [C:6]([C:5](=[CH:21][C:15]1[CH:20]=[CH:19][CH:18]=[CH:17][C:16]=1[CH3:10])[C:4]([O:3][CH2:1][CH3:2])=[O:8])#[N:7]. (5) The product is: [ClH:16].[S:1]([C:5]1[CH:10]=[CH:9][C:8]([NH:11][NH2:12])=[CH:7][N:6]=1)(=[O:4])(=[O:3])[NH2:2]. Given the reactants [S:1]([C:5]1[CH:10]=[CH:9][C:8]([NH2:11])=[CH:7][N:6]=1)(=[O:4])(=[O:3])[NH2:2].[N:12]([O-])=O.[Na+].[Cl:16][Sn]Cl.[OH-].[Na+], predict the reaction product. (6) Given the reactants [CH3:1][S:2][C:3]1[CH:8]=[CH:7][C:6]([NH:9][N:10]=[C:11]([C:14]#[N:15])[C:12]#[N:13])=[CH:5][CH:4]=1.CSC1C=CC(N)=CC=1.C(#N)CC#N.O.[NH2:31][NH2:32], predict the reaction product. The product is: [NH2:15][C:14]1[C:11](=[N:10][NH:9][C:6]2[CH:7]=[CH:8][C:3]([S:2][CH3:1])=[CH:4][CH:5]=2)[C:12]([NH2:13])=[N:32][N:31]=1. (7) Given the reactants [CH3:1][O:2][C:3]1[CH:4]=[C:5]([CH:27]=[CH:28][C:29]=1[O:30][CH3:31])[CH2:6][N:7]1[C:16](=[O:17])[C:15]2[C:10](=[CH:11][CH:12]=[C:13]([CH:18]=[CH2:19])[CH:14]=2)[N:9]([CH:20]2[CH2:25][CH2:24][O:23][CH2:22][CH2:21]2)[C:8]1=[O:26].[OH-:32].[Na+].OO, predict the reaction product. The product is: [CH3:1][O:2][C:3]1[CH:4]=[C:5]([CH:27]=[CH:28][C:29]=1[O:30][CH3:31])[CH2:6][N:7]1[C:16](=[O:17])[C:15]2[C:10](=[CH:11][CH:12]=[C:13]([CH2:18][CH2:19][OH:32])[CH:14]=2)[N:9]([CH:20]2[CH2:21][CH2:22][O:23][CH2:24][CH2:25]2)[C:8]1=[O:26]. (8) The product is: [O:16]1[CH2:17][CH:18]=[C:19]([C:2]2[C:3]([O:8][C:9]3[CH:15]=[CH:14][C:12]([NH2:13])=[CH:11][CH:10]=3)=[N:4][CH:5]=[CH:6][N:7]=2)[CH2:20][CH2:21]1. Given the reactants Cl[C:2]1[C:3]([O:8][C:9]2[CH:15]=[CH:14][C:12]([NH2:13])=[CH:11][CH:10]=2)=[N:4][CH:5]=[CH:6][N:7]=1.[O:16]1[CH2:21][CH:20]=[C:19](B2OC(C)(C)C(C)(C)O2)[CH2:18][CH2:17]1.C(=O)([O-])[O-].[Na+].[Na+].COCCOC.O, predict the reaction product. (9) Given the reactants [F:1][C:2]1[C:3]([CH2:8][O:9][C:10]2[C:11]3[N:12]([C:16]([C:20]([O:22]CC)=[O:21])=[C:17]([CH3:19])[N:18]=3)[CH:13]=[CH:14][CH:15]=2)=[N:4][CH:5]=[CH:6][CH:7]=1.[OH-].[Li+].[ClH:27], predict the reaction product. The product is: [ClH:27].[F:1][C:2]1[C:3]([CH2:8][O:9][C:10]2[C:11]3[N:12]([C:16]([C:20]([OH:22])=[O:21])=[C:17]([CH3:19])[N:18]=3)[CH:13]=[CH:14][CH:15]=2)=[N:4][CH:5]=[CH:6][CH:7]=1.